Dataset: Full USPTO retrosynthesis dataset with 1.9M reactions from patents (1976-2016). Task: Predict the reactants needed to synthesize the given product. (1) The reactants are: [CH3:1][N:2]1[CH:6]=[CH:5][N:4]=[CH:3]1.[Br:7][CH2:8][CH2:9][CH2:10][CH2:11][CH2:12][CH2:13][CH2:14][CH2:15][CH2:16][CH2:17][CH2:18][CH2:19][CH2:20][CH2:21][CH2:22][CH3:23]. Given the product [Br-:7].[CH3:1][N+:2]1[CH:6]=[CH:5][N:4]([CH2:23][CH2:22][CH2:21][CH2:20][CH2:19][CH2:18][CH2:17][CH2:16][CH2:15][CH2:14][CH2:13][CH2:12][CH2:11][CH2:10][CH2:9][CH3:8])[CH:3]=1, predict the reactants needed to synthesize it. (2) The reactants are: [OH:1][C@@H:2]1[C@@H:7]2[CH2:8][C@@H:4]([C:5](=[O:18])[N:6]2[CH2:9][C:10]2[CH:15]=[CH:14][C:13]([O:16][CH3:17])=[CH:12][CH:11]=2)[CH2:3]1.[H-].[Na+].[CH3:21]I. Given the product [CH3:21][O:1][C@@H:2]1[C@@H:7]2[CH2:8][C@@H:4]([C:5](=[O:18])[N:6]2[CH2:9][C:10]2[CH:15]=[CH:14][C:13]([O:16][CH3:17])=[CH:12][CH:11]=2)[CH2:3]1, predict the reactants needed to synthesize it. (3) Given the product [NH2:30][C:28]1[N:27]=[CH:26][N:25]=[C:24]2[N:23]([CH:31]([CH3:33])[CH3:32])[N:22]=[C:21]([C:10]3[CH:11]=[C:12]([S:16]([NH2:19])(=[O:17])=[O:18])[CH:13]=[CH:14][CH:15]=3)[C:29]=12, predict the reactants needed to synthesize it. The reactants are: B1([C:10]2[CH:15]=[CH:14][CH:13]=[C:12]([S:16]([NH2:19])(=[O:18])=[O:17])[CH:11]=2)OC(C)(C)C(C)(C)O1.I[C:21]1[C:29]2[C:24](=[N:25][CH:26]=[N:27][C:28]=2[NH2:30])[N:23]([CH:31]([CH3:33])[CH3:32])[N:22]=1.C([O-])([O-])=O.[Na+].[Na+]. (4) Given the product [CH3:13][S:10]([CH2:9][C:7]1[CH:6]=[C:5]([N:14]2[CH2:15][CH2:16][O:17][CH2:18][CH2:19]2)[N:4]=[C:3]([C:22]2[CH:23]=[CH:24][S:20][CH:21]=2)[N:8]=1)(=[O:11])=[O:12], predict the reactants needed to synthesize it. The reactants are: CS[C:3]1[N:8]=[C:7]([CH2:9][S:10]([CH3:13])(=[O:12])=[O:11])[CH:6]=[C:5]([N:14]2[CH2:19][CH2:18][O:17][CH2:16][CH2:15]2)[N:4]=1.[S:20]1[CH:24]=[CH:23][C:22](B(O)O)=[CH:21]1. (5) Given the product [C:10]([O:9][CH2:1][CH2:2][C@H:3]([OH:8])[CH2:4][CH2:5][CH2:6][CH3:7])(=[O:12])[CH3:11], predict the reactants needed to synthesize it. The reactants are: [CH2:1]([OH:9])[CH2:2][C@H:3]([OH:8])[CH2:4][CH2:5][CH2:6][CH3:7].[C:10](Cl)(=[O:12])[CH3:11].OS(O)(=O)=O. (6) Given the product [CH2:8]([C:1]([CH2:13][CH2:18][CH2:17][CH3:16])([C:2]1[CH:7]=[CH:6][CH:5]=[CH:4][CH:3]=1)[C:8]#[N:9])[CH2:1][CH2:2][CH3:3], predict the reactants needed to synthesize it. The reactants are: [CH2:1]([C:8]#[N:9])[C:2]1[CH:7]=[CH:6][CH:5]=[CH:4][CH:3]=1.[H-].[Na+].C(Br)[C:13]1[CH:18]=[CH:17][CH:16]=CC=1. (7) Given the product [C:14]([C:11]1[CH:10]=[CH:9][C:8]([N:5]2[CH2:4][CH2:3][S:2](=[N:1][C:18](=[O:19])[O:20][CH2:21][CH3:22])(=[O:16])[CH2:7][CH2:6]2)=[N:13][CH:12]=1)#[N:15], predict the reactants needed to synthesize it. The reactants are: [NH:1]=[S:2]1(=[O:16])[CH2:7][CH2:6][N:5]([C:8]2[N:13]=[CH:12][C:11]([C:14]#[N:15])=[CH:10][CH:9]=2)[CH2:4][CH2:3]1.Cl[C:18]([O:20][CH2:21][CH3:22])=[O:19]. (8) Given the product [Cl:36][C:34]1[N:35]=[C:31]([N:30]([C:40]([O:42][C:43]([CH3:46])([CH3:45])[CH3:44])=[O:41])[C:28]([O:27][C:24]([CH3:26])([CH3:25])[CH3:23])=[O:29])[NH:32][C:33]=1[C:37]([NH:1][CH2:2][C:3]1[CH:8]=[CH:7][C:6]([Cl:9])=[C:5]([O:10][C:11]2[CH:18]=[C:17]([CH:19]3[CH2:20][CH2:21]3)[CH:16]=[C:13]([C:14]#[N:15])[CH:12]=2)[C:4]=1[F:22])=[O:38], predict the reactants needed to synthesize it. The reactants are: [NH2:1][CH2:2][C:3]1[C:4]([F:22])=[C:5]([O:10][C:11]2[CH:12]=[C:13]([CH:16]=[C:17]([CH:19]3[CH2:21][CH2:20]3)[CH:18]=2)[C:14]#[N:15])[C:6]([Cl:9])=[CH:7][CH:8]=1.[CH3:23][C:24]([O:27][C:28]([N:30]([C:40]([O:42][C:43]([CH3:46])([CH3:45])[CH3:44])=[O:41])[C:31]1[NH:32][C:33]([C:37](O)=[O:38])=[C:34]([Cl:36])[N:35]=1)=[O:29])([CH3:26])[CH3:25].C1C=CC2N(O)N=NC=2C=1.C(Cl)CCl. (9) Given the product [CH3:1][O:2][C:3]1[CH:9]=[CH:8][C:6]([NH:7][CH2:12][CH2:11][OH:13])=[CH:5][CH:4]=1, predict the reactants needed to synthesize it. The reactants are: [CH3:1][O:2][C:3]1[CH:9]=[CH:8][C:6]([NH2:7])=[CH:5][CH:4]=1.Br.[C:11](OCC)(=[O:13])[CH3:12].